This data is from Forward reaction prediction with 1.9M reactions from USPTO patents (1976-2016). The task is: Predict the product of the given reaction. (1) Given the reactants Cl.[NH2:2][C@@H:3]1[CH2:7][N:6]([C:8]2[CH:13]=[CH:12][C:11]([O:14][CH2:15][C:16]3[CH:21]=[CH:20][CH:19]=[C:18]([F:22])[CH:17]=3)=[CH:10][CH:9]=2)[C:5](=[O:23])[CH2:4]1.C(N(CC)CC)C.[C:31](Cl)(=[O:33])[CH3:32], predict the reaction product. The product is: [F:22][C:18]1[CH:17]=[C:16]([CH:21]=[CH:20][CH:19]=1)[CH2:15][O:14][C:11]1[CH:10]=[CH:9][C:8]([N:6]2[C:5](=[O:23])[CH2:4][C@H:3]([NH:2][C:31](=[O:33])[CH3:32])[CH2:7]2)=[CH:13][CH:12]=1. (2) Given the reactants [CH2:1]([NH:3][C:4](=[O:23])[C:5]1[CH:10]=[CH:9][C:8]([C:11](=O)[CH2:12][CH2:13][C:14](=O)[C:15]2[CH:20]=[CH:19][CH:18]=[CH:17][CH:16]=2)=[CH:7][CH:6]=1)[CH3:2].[NH2:24][CH2:25][C:26]([OH:28])=[O:27], predict the reaction product. The product is: [CH2:1]([NH:3][C:4]([C:5]1[CH:10]=[CH:9][C:8]([C:11]2[N:24]([CH2:25][C:26]([OH:28])=[O:27])[C:14]([C:15]3[CH:20]=[CH:19][CH:18]=[CH:17][CH:16]=3)=[CH:13][CH:12]=2)=[CH:7][CH:6]=1)=[O:23])[CH3:2]. (3) Given the reactants Br[C:2]1[C:3](=[O:13])[O:4][C:5]2[C:10]([CH:11]=1)=[CH:9][CH:8]=[C:7]([F:12])[CH:6]=2.[F:14][C:15]([F:26])([F:25])[C:16]1[C:21](B(O)O)=[CH:20][CH:19]=[CH:18][N:17]=1.ClCCl.C([O-])([O-])=O.[K+].[K+], predict the reaction product. The product is: [F:12][C:7]1[CH:6]=[C:5]2[C:10]([CH:11]=[C:2]([C:21]3[C:16]([C:15]([F:26])([F:25])[F:14])=[N:17][CH:18]=[CH:19][CH:20]=3)[C:3](=[O:13])[O:4]2)=[CH:9][CH:8]=1. (4) Given the reactants [NH2:1][C:2]1[CH:15]=[CH:14][CH:13]=[CH:12][C:3]=1[C:4]([C:6]1[CH:11]=[CH:10][CH:9]=[CH:8][CH:7]=1)=O.[NH2:16][C:17](N)=[O:18], predict the reaction product. The product is: [C:6]1([C:4]2[C:3]3[C:2](=[CH:15][CH:14]=[CH:13][CH:12]=3)[NH:1][C:17](=[O:18])[N:16]=2)[CH:11]=[CH:10][CH:9]=[CH:8][CH:7]=1. (5) Given the reactants C(=O)([O-])[O-].[K+].[K+].[N:7]1[C:14]([Cl:15])=[N:13][C:11](Cl)=[N:10][C:8]=1[Cl:9].[F:16][C:17]([F:27])([F:26])[C:18]1[CH:19]=[C:20]([CH:22]=[CH:23][C:24]=1[F:25])[NH2:21], predict the reaction product. The product is: [Cl:15][C:14]1[N:7]=[C:8]([Cl:9])[N:10]=[C:11]([NH:21][C:20]2[CH:22]=[CH:23][C:24]([F:25])=[C:18]([C:17]([F:27])([F:16])[F:26])[CH:19]=2)[N:13]=1.